From a dataset of Forward reaction prediction with 1.9M reactions from USPTO patents (1976-2016). Predict the product of the given reaction. (1) Given the reactants [Cl-].[CH3:2][NH2+:3][CH3:4].[CH2:5]=O.Cl.[CH3:8][CH2:9][C:10](=[O:13])[CH2:11][CH3:12], predict the reaction product. The product is: [CH3:2][N:3]([CH3:5])[CH2:4][CH:9]([CH3:8])[C:10](=[O:13])[CH2:11][CH3:12]. (2) Given the reactants [NH2:1][C:2]1[CH:10]=[C:9]([O:11][CH3:12])[CH:8]=[C:7]([O:13][CH3:14])[C:3]=1[C:4]([NH2:6])=[O:5].[Si]([O:22][CH2:23][CH2:24][O:25][C:26]1[C:27]([C:34]2[CH:44]=[CH:43][C:37]([C:38]([N:40]([CH3:42])[CH3:41])=[O:39])=[CH:36][C:35]=2[CH3:45])=[N:28][C:29]([CH:32]=O)=[CH:30][CH:31]=1)(C(C)(C)C)(C)C.C1(C)C=CC(S(O)(=O)=O)=CC=1.S([O-])(O)=O.[Na+], predict the reaction product. The product is: [CH3:14][O:13][C:7]1[CH:8]=[C:9]([O:11][CH3:12])[CH:10]=[C:2]2[C:3]=1[C:4](=[O:5])[NH:6][C:32]([C:29]1[N:28]=[C:27]([C:34]3[CH:44]=[CH:43][C:37]([C:38]([N:40]([CH3:42])[CH3:41])=[O:39])=[CH:36][C:35]=3[CH3:45])[C:26]([O:25][CH2:24][CH2:23][OH:22])=[CH:31][CH:30]=1)=[N:1]2. (3) Given the reactants [Cl:1][C:2]1[C:7]([C:8](Cl)=[O:9])=[C:6]([Cl:11])[N:5]=[C:4]([CH3:12])[N:3]=1.[Br:13][C:14]1[CH:30]=[CH:29][C:17]([NH:18][CH2:19][CH2:20][O:21][Si:22]([C:25]([CH3:28])([CH3:27])[CH3:26])([CH3:24])[CH3:23])=[CH:16][CH:15]=1.C(N(CC)CC)C, predict the reaction product. The product is: [Br:13][C:14]1[CH:30]=[CH:29][C:17]([N:18]([CH2:19][CH2:20][O:21][Si:22]([C:25]([CH3:28])([CH3:27])[CH3:26])([CH3:23])[CH3:24])[C:8]([C:7]2[C:6]([Cl:11])=[N:5][C:4]([CH3:12])=[N:3][C:2]=2[Cl:1])=[O:9])=[CH:16][CH:15]=1.